Predict the product of the given reaction. From a dataset of Forward reaction prediction with 1.9M reactions from USPTO patents (1976-2016). (1) Given the reactants [CH:1]([N:4]1[CH2:15][CH2:14][C:7]2([O:12][CH2:11][C:10](=O)[NH:9][CH2:8]2)[CH2:6][CH2:5]1)([CH3:3])[CH3:2].[H-].[H-].[H-].[H-].[Li+].[Al+3].[F-].[Na+].O, predict the reaction product. The product is: [CH:1]([N:4]1[CH2:5][CH2:6][C:7]2([O:12][CH2:11][CH2:10][NH:9][CH2:8]2)[CH2:14][CH2:15]1)([CH3:3])[CH3:2]. (2) Given the reactants [C:1]([O:5][C:6]([NH:8][C:9]1([C:12](OC)=[O:13])[CH2:11][CH2:10]1)=[O:7])([CH3:4])([CH3:3])[CH3:2].[BH4-].[Li+], predict the reaction product. The product is: [OH:13][CH2:12][C:9]1([NH:8][C:6](=[O:7])[O:5][C:1]([CH3:3])([CH3:2])[CH3:4])[CH2:10][CH2:11]1. (3) Given the reactants Br[C:2]1[C:3]([O:26][CH3:27])=[C:4]([C:9]2[N:13]=[C:12]([C:14]3[CH:15]=[CH:16][C:17]([O:22][CH:23]([CH3:25])[CH3:24])=[C:18]([CH:21]=3)[C:19]#[N:20])[O:11][N:10]=2)[CH:5]=[C:6]([F:8])[CH:7]=1.C(P(C(C)(C)C)C(C)(C)C)(C)(C)C.C(=O)([O-])[O-].[Cs+].[Cs+].Br[Zn][CH2:49][CH2:50][CH2:51][C:52]([O:54][CH2:55][CH3:56])=[O:53], predict the reaction product. The product is: [C:19]([C:18]1[CH:21]=[C:14]([C:12]2[O:11][N:10]=[C:9]([C:4]3[C:3]([O:26][CH3:27])=[C:2]([CH2:49][CH2:50][CH2:51][C:52]([O:54][CH2:55][CH3:56])=[O:53])[CH:7]=[C:6]([F:8])[CH:5]=3)[N:13]=2)[CH:15]=[CH:16][C:17]=1[O:22][CH:23]([CH3:25])[CH3:24])#[N:20].